From a dataset of Full USPTO retrosynthesis dataset with 1.9M reactions from patents (1976-2016). Predict the reactants needed to synthesize the given product. (1) The reactants are: [Cl:1][C:2]1[CH:7]=[C:6]([C:8]2[CH:13]=[CH:12][CH:11]=[CH:10][C:9]=2[O:14][CH3:15])[N:5]=[C:4](C(O)=O)[CH:3]=1.C1C=CC(P(N=[N+]=[N-])(C2C=CC=CC=2)=[O:26])=CC=1.C([N:38]([CH2:41]C)CC)C.[C:43]([OH:47])([CH3:46])([CH3:45])[CH3:44]. Given the product [C:43]([O:47][C:41](=[O:26])[NH:38][C:4]1[CH:3]=[C:2]([Cl:1])[CH:7]=[C:6]([C:8]2[CH:13]=[CH:12][CH:11]=[CH:10][C:9]=2[O:14][CH3:15])[N:5]=1)([CH3:46])([CH3:45])[CH3:44], predict the reactants needed to synthesize it. (2) Given the product [F:1][C:2]1[CH:3]=[C:4]([O:9][CH:17]([CH3:19])[CH3:18])[CH:5]=[C:6]([F:8])[CH:7]=1, predict the reactants needed to synthesize it. The reactants are: [F:1][C:2]1[CH:3]=[C:4]([OH:9])[CH:5]=[C:6]([F:8])[CH:7]=1.C(=O)([O-])[O-].[K+].[K+].I[CH:17]([CH3:19])[CH3:18]. (3) Given the product [Cl:1][C:2]1[C:11]2[C:6](=[CH:7][CH:8]=[CH:9][CH:10]=2)[C:5]([C:12]2[C:21]3[C:16](=[CH:17][CH:18]=[CH:19][CH:20]=3)[CH:15]=[CH:14][C:13]=2[O:22][S:31]([C:30]([F:43])([F:42])[F:29])(=[O:33])=[O:32])=[N:4][N:3]=1, predict the reactants needed to synthesize it. The reactants are: [Cl:1][C:2]1[C:11]2[C:6](=[CH:7][CH:8]=[CH:9][CH:10]=2)[C:5]([C:12]2[C:21]3[C:16](=[CH:17][CH:18]=[CH:19][CH:20]=3)[CH:15]=[CH:14][C:13]=2[OH:22])=[N:4][N:3]=1.N1C=CC=CC=1.[F:29][C:30]([F:43])([F:42])[S:31](O[S:31]([C:30]([F:43])([F:42])[F:29])(=[O:33])=[O:32])(=[O:33])=[O:32]. (4) Given the product [C:1]([O:5][CH:6]([C:11]1[C:16]([CH3:17])=[CH:15][CH:14]=[C:13]([O:18][S:38]([C:37]([F:50])([F:49])[F:36])(=[O:40])=[O:39])[C:12]=1[C:19]1[CH:20]=[CH:21][C:22]2[O:27][CH2:26][CH2:25][CH2:24][C:23]=2[CH:28]=1)[C:7]([O:9][CH3:10])=[O:8])([CH3:4])([CH3:2])[CH3:3], predict the reactants needed to synthesize it. The reactants are: [C:1]([O:5][CH:6]([C:11]1[C:16]([CH3:17])=[CH:15][CH:14]=[C:13]([OH:18])[C:12]=1[C:19]1[CH:20]=[CH:21][C:22]2[O:27][CH2:26][CH2:25][CH2:24][C:23]=2[CH:28]=1)[C:7]([O:9][CH3:10])=[O:8])([CH3:4])([CH3:3])[CH3:2].C(N(CC)CC)C.[F:36][C:37]([F:50])([F:49])[S:38](O[S:38]([C:37]([F:50])([F:49])[F:36])(=[O:40])=[O:39])(=[O:40])=[O:39].O. (5) Given the product [CH3:22][C:23]1[C:24]2[C:25](=[N:29][N:30]3[C:6]([CH:8]4[CH2:9][CH2:10][N:11]([C:14]([O:16][C:17]([CH3:18])([CH3:19])[CH3:20])=[O:15])[CH2:12][CH2:13]4)=[CH:5][C:4](=[O:21])[NH:32][C:31]3=2)[N:26]=[CH:27][CH:28]=1, predict the reactants needed to synthesize it. The reactants are: C(O[C:4](=[O:21])[CH2:5][C:6]([CH:8]1[CH2:13][CH2:12][N:11]([C:14]([O:16][C:17]([CH3:20])([CH3:19])[CH3:18])=[O:15])[CH2:10][CH2:9]1)=O)C.[CH3:22][C:23]1[CH:28]=[CH:27][N:26]=[C:25]2[NH:29][N:30]=[C:31]([NH2:32])[C:24]=12.P([O-])([O-])([O-])=O.[K+].[K+].[K+].